From a dataset of Full USPTO retrosynthesis dataset with 1.9M reactions from patents (1976-2016). Predict the reactants needed to synthesize the given product. (1) Given the product [I:38][C:39]1[N:43]2[CH:44]=[C:45]([C:48]3[CH:49]=[CH:50][C:51]([C:52]([N:32]4[CH2:37][CH2:36][O:35][CH2:34][CH2:33]4)=[O:53])=[CH:55][CH:56]=3)[N:46]=[CH:47][C:42]2=[N:41][CH:40]=1, predict the reactants needed to synthesize it. The reactants are: CN1CCOCC1.CN(C(ON1N=NC2C=CC=NC1=2)=[N+](C)C)C.F[P-](F)(F)(F)(F)F.[NH:32]1[CH2:37][CH2:36][O:35][CH2:34][CH2:33]1.[I:38][C:39]1[N:43]2[CH:44]=[C:45]([C:48]3[CH:56]=[CH:55][C:51]([C:52](O)=[O:53])=[CH:50][CH:49]=3)[N:46]=[CH:47][C:42]2=[N:41][CH:40]=1. (2) Given the product [C:27]([C:2]1[CH:3]=[C:4]([C:19]([OH:21])=[O:20])[CH:5]=[C:6]2[C:11]=1[O:10][C:9]([N:12]1[CH2:17][CH2:16][O:15][CH2:14][CH2:13]1)=[CH:8][C:7]2=[O:18])(=[O:29])[CH3:28], predict the reactants needed to synthesize it. The reactants are: Br[C:2]1[CH:3]=[C:4]([C:19]([OH:21])=[O:20])[CH:5]=[C:6]2[C:11]=1[O:10][C:9]([N:12]1[CH2:17][CH2:16][O:15][CH2:14][CH2:13]1)=[CH:8][C:7]2=[O:18].C([Sn](CCCC)(CCCC)[C:27]([O:29]CC)=[CH2:28])CCC. (3) Given the product [CH2:31]([N:38]1[CH2:44][C@:13]2([C:19](=[O:25])[CH2:20][O:21][C:22](=[O:24])[CH3:23])[C@@H:14]([CH2:15][C@H:16]3[C@H:17]4[C@@:9]([F:28])([C@:8]5([CH3:29])[C:3]([C@@H:2]([F:1])[CH2:18]4)=[CH:4][C:5](=[O:30])[CH:6]=[CH:7]5)[C@@H:10]([OH:27])[CH2:11][C@@:12]32[CH3:26])[CH2:39]1)[C:32]1[CH:37]=[CH:36][CH:35]=[CH:34][CH:33]=1, predict the reactants needed to synthesize it. The reactants are: [F:1][C@H:2]1[CH2:18][C@@H:17]2[C@:9]([F:28])([C@@H:10]([OH:27])[CH2:11][C@@:12]3([CH3:26])[C@H:16]2[CH2:15][CH:14]=[C:13]3[C:19](=[O:25])[CH2:20][O:21][C:22](=[O:24])[CH3:23])[C@:8]2([CH3:29])[C:3]1=[CH:4][C:5](=[O:30])[CH:6]=[CH:7]2.[CH2:31]([N:38]([CH2:44]O[CH2:39][N:38]([CH2:44][Si](C)(C)C)[CH2:31][C:32]1[CH:37]=[CH:36][CH:35]=[CH:34][CH:33]=1)[CH2:39][Si](C)(C)C)[C:32]1[CH:37]=[CH:36][CH:35]=[CH:34][CH:33]=1.